Dataset: Reaction yield outcomes from USPTO patents with 853,638 reactions. Task: Predict the reaction yield, written as a fraction of the theoretical maximum amount of product (1.0 means a 100% yield; for example, 0.34 means a 34% yield). (1) The reactants are [H-].[Na+].[CH3:3][OH:4].[Br:5][C:6]1[CH:7]=[N:8][CH:9]=[C:10](Br)[CH:11]=1. The catalyst is CN(C=O)C. The product is [Br:5][C:6]1[CH:7]=[N:8][CH:9]=[C:10]([O:4][CH3:3])[CH:11]=1. The yield is 0.700. (2) The reactants are [Br:1][C:2]1[CH:7]=[CH:6][CH:5]=[CH:4][CH:3]=1.[Li]C(C)(C)C.Br[C:14]1[CH:15]=[C:16]([CH:22]=[CH:23][CH:24]=1)[C:17](N(C)C)=[O:18].O. The catalyst is C1COCC1.CCCCC. The product is [Br:1][C:2]1[CH:7]=[C:6]([C:17]([C:16]2[CH:22]=[CH:23][CH:24]=[CH:14][CH:15]=2)=[O:18])[CH:5]=[CH:4][CH:3]=1. The yield is 0.890. (3) The reactants are [CH:1]1([CH2:4][O:5][C:6]2[CH:11]=[C:10]([F:12])[CH:9]=[CH:8][C:7]=2[C:13]2[N:17]([CH3:18])[CH:16]=[N:15][C:14]=2[C:19]2[CH:24]=[C:23]([C:25]3[N:26]=[N:27][N:28]([CH2:31][C:32]4[CH:37]=[CH:36][C:35]([O:38][CH3:39])=[CH:34][CH:33]=4)[C:29]=3I)[CH:22]=[CH:21][N:20]=2)[CH2:3][CH2:2]1.[Cl-:40].[K+].O. The catalyst is C(#N)C.O. The product is [Cl:40][C:29]1[N:28]([CH2:31][C:32]2[CH:37]=[CH:36][C:35]([O:38][CH3:39])=[CH:34][CH:33]=2)[N:27]=[N:26][C:25]=1[C:23]1[CH:22]=[CH:21][N:20]=[C:19]([C:14]2[N:15]=[CH:16][N:17]([CH3:18])[C:13]=2[C:7]2[CH:8]=[CH:9][C:10]([F:12])=[CH:11][C:6]=2[O:5][CH2:4][CH:1]2[CH2:3][CH2:2]2)[CH:24]=1. The yield is 0.670. (4) The reactants are [OH:1][C:2]1[N:3]=[C:4]([CH3:12])[S:5][C:6]=1[C:7]([O:9][CH2:10][CH3:11])=[O:8].[CH:13](O)([CH3:15])[CH3:14].C(P(CCCC)CCCC)CCC.N(C(OCC)=O)=NC(OCC)=O. The catalyst is C1(C)C=CC=CC=1.O1CCCC1. The product is [CH:13]([O:1][C:2]1[N:3]=[C:4]([CH3:12])[S:5][C:6]=1[C:7]([O:9][CH2:10][CH3:11])=[O:8])([CH3:15])[CH3:14]. The yield is 0.780.